This data is from Forward reaction prediction with 1.9M reactions from USPTO patents (1976-2016). The task is: Predict the product of the given reaction. (1) Given the reactants C(=O)([O-])[O-].[K+].[K+].[Cl:7][C:8]1[C:17]2[C:12](=[CH:13][CH:14]=[CH:15][CH:16]=2)[C:11](=[O:18])[NH:10][N:9]=1.Br[CH2:20][CH2:21][O:22][CH3:23], predict the reaction product. The product is: [Cl:7][C:8]1[C:17]2[C:12](=[CH:13][CH:14]=[CH:15][CH:16]=2)[C:11](=[O:18])[N:10]([CH2:20][CH2:21][O:22][CH3:23])[N:9]=1. (2) Given the reactants [C:1]([O:5][C:6]1[CH:7]=[C:8]([CH:11]=[CH:12][CH:13]=1)[CH:9]=O)([CH3:4])([CH3:3])[CH3:2].[O:14]([C:21]1[CH:22]=[C:23]([CH:25]=[CH:26][CH:27]=1)[NH2:24])[C:15]1[CH:20]=[CH:19][CH:18]=[CH:17][CH:16]=1.[BH-](OC(C)=O)(OC(C)=O)OC(C)=O.[Na+].C(O)(=O)C, predict the reaction product. The product is: [O:14]([C:21]1[CH:22]=[C:23]([NH:24][CH2:9][C:8]2[CH:11]=[CH:12][CH:13]=[C:6]([O:5][C:1]([CH3:4])([CH3:3])[CH3:2])[CH:7]=2)[CH:25]=[CH:26][CH:27]=1)[C:15]1[CH:16]=[CH:17][CH:18]=[CH:19][CH:20]=1. (3) Given the reactants [CH3:1][O:2][C:3]1[CH:8]=[CH:7][CH:6]=[CH:5][C:4]=1[OH:9].Cl[C:11]1[C:20]2[C:15](=[CH:16][CH:17]=[CH:18][CH:19]=2)[CH:14]=[C:13]([NH:21][C:22]2[CH:26]=[C:25]([CH3:27])[NH:24][N:23]=2)[N:12]=1, predict the reaction product. The product is: [CH3:1][O:2][C:3]1[CH:8]=[CH:7][CH:6]=[CH:5][C:4]=1[O:9][C:11]1[C:20]2[C:15](=[CH:16][CH:17]=[CH:18][CH:19]=2)[CH:14]=[C:13]([NH:21][C:22]2[CH:26]=[C:25]([CH3:27])[NH:24][N:23]=2)[N:12]=1. (4) Given the reactants C(OC([N:8]1[CH2:20][CH:19]2[CH:11]([C:12](=[O:29])[C:13]3[C:18]2=[CH:17][C:16]([C:21]2[CH:26]=[CH:25][C:24]([Cl:27])=[CH:23][C:22]=2[Cl:28])=[CH:15][CH:14]=3)[CH2:10][CH2:9]1)=O)(C)(C)C.FC(F)(F)C(O)=O, predict the reaction product. The product is: [Cl:28][C:22]1[CH:23]=[C:24]([Cl:27])[CH:25]=[CH:26][C:21]=1[C:16]1[CH:17]=[C:18]2[C:13](=[CH:14][CH:15]=1)[C:12](=[O:29])[C@H:11]1[C@@H:19]2[CH2:20][NH:8][CH2:9][CH2:10]1. (5) Given the reactants [Cl:1][C:2]1[CH:7]=[CH:6][CH:5]=[CH:4][C:3]=1[N:8]1[C:13](=[O:14])[C:12]2[S:15][CH:16]=[CH:17][C:11]=2[N:10]=[C:9]1[CH3:18].CO[CH:21](OC)[N:22]([CH3:24])[CH3:23], predict the reaction product. The product is: [Cl:1][C:2]1[CH:7]=[CH:6][CH:5]=[CH:4][C:3]=1[N:8]1[C:13](=[O:14])[C:12]2[S:15][CH:16]=[CH:17][C:11]=2[N:10]=[C:9]1[CH:18]=[CH:21][N:22]([CH3:24])[CH3:23]. (6) The product is: [Cl:8][C:9]1[CH:14]=[CH:13][CH:12]=[CH:11][C:10]=1[C:2]1[CH:7]=[N:6][CH:5]=[CH:4][N:3]=1. Given the reactants Br[C:2]1[CH:7]=[N:6][CH:5]=[CH:4][N:3]=1.[Cl:8][C:9]1[CH:14]=[CH:13][CH:12]=[CH:11][C:10]=1B(O)O.C([O-])([O-])=O.[Na+].[Na+].C(Cl)Cl, predict the reaction product. (7) Given the reactants [F:1][C:2]1[C:19]([F:20])=[CH:18][CH:17]=[CH:16][C:3]=1[CH2:4][C:5]1[C:6](=[O:15])[NH:7][C:8]([CH2:12][CH2:13][CH3:14])=[N:9][C:10]=1[CH3:11].Br[CH2:22][C:23]1[CH:28]=[CH:27][C:26]([C:29]2[CH:34]=[CH:33][CH:32]=[CH:31][C:30]=2[C:35]2[N:39]=[C:38](C(Cl)(Cl)Cl)[O:37][N:36]=2)=[CH:25][CH:24]=1.C(=O)([O-])[O-:45].[Cs+].[Cs+], predict the reaction product. The product is: [F:1][C:2]1[C:19]([F:20])=[CH:18][CH:17]=[CH:16][C:3]=1[CH2:4][C:5]1[C:6](=[O:15])[N:7]([CH2:22][C:23]2[CH:28]=[CH:27][C:26]([C:29]3[CH:34]=[CH:33][CH:32]=[CH:31][C:30]=3[C:35]3[NH:39][C:38](=[O:45])[O:37][N:36]=3)=[CH:25][CH:24]=2)[C:8]([CH2:12][CH2:13][CH3:14])=[N:9][C:10]=1[CH3:11]. (8) Given the reactants C[Si](C)(C)[N-][Si](C)(C)C.[Li+].[Cl:11][C:12]1[N:21]=[CH:20][C:19]2[NH:18][C:17](=O)[C@@H:16]([CH2:23][CH3:24])[N:15]([CH:25]([CH3:27])[CH3:26])[C:14]=2[N:13]=1.P(Cl)(OCC)(OCC)=O.[N+:37]([CH2:39][C:40]#[N:41])#[C-:38].C(O[K])(C)(C)C, predict the reaction product. The product is: [Cl:11][C:12]1[N:21]=[CH:20][C:19]2[N:18]3[CH:38]=[N:37][C:39]([C:40]#[N:41])=[C:17]3[C@@H:16]([CH2:23][CH3:24])[N:15]([CH:25]([CH3:27])[CH3:26])[C:14]=2[N:13]=1. (9) Given the reactants [NH:1]([C:5]1[CH:10]=[CH:9][C:8]([OH:11])=[CH:7][CH:6]=1)[C:2]([CH3:4])=[O:3].[C:12](Cl)([Cl:14])=[O:13].C(N(CC)C1C=CC=CC=1)C, predict the reaction product. The product is: [C:12]([Cl:14])(=[O:13])[O:11][C:8]1[CH:9]=[CH:10][C:5]([NH:1][C:2](=[O:3])[CH3:4])=[CH:6][CH:7]=1.